This data is from NCI-60 drug combinations with 297,098 pairs across 59 cell lines. The task is: Regression. Given two drug SMILES strings and cell line genomic features, predict the synergy score measuring deviation from expected non-interaction effect. Drug 1: CC1=C2C(C(=O)C3(C(CC4C(C3C(C(C2(C)C)(CC1OC(=O)C(C(C5=CC=CC=C5)NC(=O)C6=CC=CC=C6)O)O)OC(=O)C7=CC=CC=C7)(CO4)OC(=O)C)O)C)OC(=O)C. Drug 2: C1=NC2=C(N1)C(=S)N=CN2. Cell line: SF-268. Synergy scores: CSS=61.5, Synergy_ZIP=-4.63, Synergy_Bliss=-5.04, Synergy_Loewe=-3.81, Synergy_HSA=-0.938.